This data is from Catalyst prediction with 721,799 reactions and 888 catalyst types from USPTO. The task is: Predict which catalyst facilitates the given reaction. (1) Reactant: [C:1]([O:5][C:6]([NH:8][C:9]([CH3:14])([CH3:13])[C:10]([OH:12])=O)=[O:7])([CH3:4])([CH3:3])[CH3:2].Cl.C(N=C=NCCCN(C)C)C.Cl.[CH3:28][NH:29][O:30][CH3:31].C(N(CC)CC)C. Product: [C:1]([O:5][C:6](=[O:7])[NH:8][C:9]([C:10](=[O:12])[N:29]([O:30][CH3:31])[CH3:28])([CH3:14])[CH3:13])([CH3:2])([CH3:3])[CH3:4]. The catalyst class is: 46. (2) Reactant: [O:1]([C:8]1[CH:13]=[N:12][NH:11][C:10](=[O:14])[CH:9]=1)[C:2]1[CH:7]=[CH:6][CH:5]=[CH:4][CH:3]=1.[H-].[Na+].[CH3:17][O:18][C:19](=[O:28])[CH:20](Br)[CH2:21][CH:22]1[CH2:26][CH2:25][CH2:24][CH2:23]1. Product: [CH3:17][O:18][C:19](=[O:28])[CH:20]([N:11]1[C:10](=[O:14])[CH:9]=[C:8]([O:1][C:2]2[CH:7]=[CH:6][CH:5]=[CH:4][CH:3]=2)[CH:13]=[N:12]1)[CH2:21][CH:22]1[CH2:23][CH2:24][CH2:25][CH2:26]1. The catalyst class is: 7. (3) Reactant: [F:1][C:2]1[CH:27]=[C:26]([C:28]([O:30]C)=[O:29])[CH:25]=[CH:24][C:3]=1[O:4][C@H:5]1[CH2:9][CH2:8][N:7]([CH:10]2[CH2:15][CH2:14][N:13]([C:16]([O:18][C:19]([CH3:22])([CH3:21])[CH3:20])=[O:17])[CH2:12][CH2:11]2)[C:6]1=[O:23].C[Si](C)(C)[O-].[K+].Cl. Product: [C:19]([O:18][C:16]([N:13]1[CH2:14][CH2:15][CH:10]([N:7]2[CH2:8][CH2:9][C@H:5]([O:4][C:3]3[CH:24]=[CH:25][C:26]([C:28]([OH:30])=[O:29])=[CH:27][C:2]=3[F:1])[C:6]2=[O:23])[CH2:11][CH2:12]1)=[O:17])([CH3:22])([CH3:20])[CH3:21]. The catalyst class is: 1. (4) Reactant: [Cl:1][C:2]1[CH:21]=[C:20]([C:22]([F:25])([F:24])[F:23])[CH:19]=[CH:18][C:3]=1[CH2:4][N:5]1[C:9](/[CH:10]=[CH:11]/[C:12](O)=[O:13])=[CH:8][C:7]([CH:15]2[CH2:17][CH2:16]2)=[N:6]1.[CH2:26]([S:31]([NH2:34])(=[O:33])=[O:32])[CH2:27][CH2:28][CH2:29][CH3:30].N12CCCN=C1CCCCC2.Cl. Product: [Cl:1][C:2]1[CH:21]=[C:20]([C:22]([F:24])([F:25])[F:23])[CH:19]=[CH:18][C:3]=1[CH2:4][N:5]1[C:9](/[CH:10]=[CH:11]/[C:12]([NH:34][S:31]([CH2:26][CH2:27][CH2:28][CH2:29][CH3:30])(=[O:33])=[O:32])=[O:13])=[CH:8][C:7]([CH:15]2[CH2:17][CH2:16]2)=[N:6]1. The catalyst class is: 35. (5) Reactant: CS(O[CH2:6][CH2:7][CH:8]1[CH2:13][CH2:12][S:11](=[O:15])(=[O:14])[CH2:10][CH2:9]1)(=O)=O.[Br-:16].[Li+]. Product: [Br:16][CH2:6][CH2:7][CH:8]1[CH2:13][CH2:12][S:11](=[O:15])(=[O:14])[CH2:10][CH2:9]1. The catalyst class is: 1. (6) Reactant: [Br:1][C:2]1[CH:7]=[CH:6][C:5]([C@@H:8]([NH:10][CH2:11][CH2:12][C:13]2[CH:18]=[C:17]([O:19][CH3:20])[C:16]([N+:21]([O-:23])=[O:22])=[CH:15][C:14]=2[Cl:24])[CH3:9])=[CH:4][CH:3]=1.C(N(CC)CC)C.[CH3:32][C:33]([O:36][C:37](O[C:37]([O:36][C:33]([CH3:35])([CH3:34])[CH3:32])=[O:38])=[O:38])([CH3:35])[CH3:34].O. Product: [C:33]([O:36][C:37](=[O:38])[N:10]([C@H:8]([C:5]1[CH:6]=[CH:7][C:2]([Br:1])=[CH:3][CH:4]=1)[CH3:9])[CH2:11][CH2:12][C:13]1[CH:18]=[C:17]([O:19][CH3:20])[C:16]([N+:21]([O-:23])=[O:22])=[CH:15][C:14]=1[Cl:24])([CH3:35])([CH3:34])[CH3:32]. The catalyst class is: 2. (7) Reactant: [C:1]([NH:5][C:6]1[N:16]=[CH:15][C:14]2[C:13]3[S:17][CH:18]=[CH:19][C:12]=3[CH2:11][CH2:10][O:9][C:8]=2[CH:7]=1)([CH3:4])([CH3:3])[CH3:2].[C:20]([O:24][C:25](O[C:25]([O:24][C:20]([CH3:23])([CH3:22])[CH3:21])=[O:26])=[O:26])([CH3:23])([CH3:22])[CH3:21]. Product: [C:1]([N:5]([C:6]1[N:16]=[CH:15][C:14]2[C:13]3[S:17][CH:18]=[CH:19][C:12]=3[CH2:11][CH2:10][O:9][C:8]=2[CH:7]=1)[C:25](=[O:26])[O:24][C:20]([CH3:23])([CH3:22])[CH3:21])([CH3:4])([CH3:2])[CH3:3]. The catalyst class is: 107. (8) Reactant: [NH2:1][C:2]1[CH:3]=[C:4]([CH:7]=[CH:8][C:9]=1Cl)[C:5]#[N:6].C(O[C:14]([SH:16])=[S:15])C.[K]. Product: [SH:16][C:14]1[S:15][C:9]2[CH:8]=[CH:7][C:4]([C:5]#[N:6])=[CH:3][C:2]=2[N:1]=1. The catalyst class is: 3. (9) Reactant: [CH:1]1([CH:4]=O)[CH2:3][CH2:2]1.[C:6]([O-:9])(=[O:8])[CH3:7].[NH4+:10].C(O)(=O)CC(O)=O. Product: [NH2:10][CH:4]([CH:1]1[CH2:2][CH2:3]1)[CH2:7][C:6]([OH:9])=[O:8]. The catalyst class is: 8.